Dataset: Reaction yield outcomes from USPTO patents with 853,638 reactions. Task: Predict the reaction yield, written as a fraction of the theoretical maximum amount of product (1.0 means a 100% yield; for example, 0.34 means a 34% yield). (1) The reactants are [Cl:1][C:2]1[CH:7]=[CH:6][C:5]([C:8]2[CH:9]=[C:10]3[C:16]([C:17]([C:19]4[C:20]([F:33])=[C:21]([NH:26][S:27]([CH2:30][CH2:31][CH3:32])(=[O:29])=[O:28])[CH:22]=[CH:23][C:24]=4[F:25])=[O:18])=[CH:15][NH:14][C:11]3=[N:12][CH:13]=2)=[CH:4][CH:3]=1.CCN(CC)CC.[C:41](=[O:52])([O:45][C:46]1[CH:51]=[CH:50][CH:49]=[CH:48][CH:47]=1)[O:42][CH2:43]Cl. The catalyst is CCCC[N+](CCCC)(CCCC)CCCC.[Br-].CN(C=O)C.CCOC(C)=O. The product is [C:41](=[O:52])([O:45][C:46]1[CH:47]=[CH:48][CH:49]=[CH:50][CH:51]=1)[O:42][CH2:43][N:14]1[C:11]2=[N:12][CH:13]=[C:8]([C:5]3[CH:6]=[CH:7][C:2]([Cl:1])=[CH:3][CH:4]=3)[CH:9]=[C:10]2[C:16]([C:17](=[O:18])[C:19]2[C:24]([F:25])=[CH:23][CH:22]=[C:21]([NH:26][S:27]([CH2:30][CH2:31][CH3:32])(=[O:28])=[O:29])[C:20]=2[F:33])=[CH:15]1. The yield is 0.0770. (2) The reactants are [F:1][C:2]1[CH:3]=[C:4]([SH:8])[CH:5]=[CH:6][CH:7]=1.[H-].[Na+].[N:11]12[CH2:18][CH2:17][CH:14]([CH2:15][CH2:16]1)[C@H:13](OS(C)(=O)=O)[CH2:12]2. The catalyst is CN(C=O)C. The product is [F:1][C:2]1[CH:3]=[C:4]([S:8][C@@H:13]2[CH:14]3[CH2:17][CH2:18][N:11]([CH2:16][CH2:15]3)[CH2:12]2)[CH:5]=[CH:6][CH:7]=1. The yield is 0.730. (3) The reactants are [Br:1][C:2]1[CH:26]=[CH:25][C:5]2[N:6]([C:21]([CH3:24])([CH3:23])[CH3:22])[C:7]([C:9]3[CH:14]=[CH:13][CH:12]=[CH:11][C:10]=3[C:15]3[N:19]=[C:18]([CH3:20])[NH:17][N:16]=3)=[N:8][C:4]=2[CH:3]=1.CI.[C:29]([O-])([O-])=O.[K+].[K+]. The catalyst is CN(C=O)C.CCOC(C)=O. The product is [Br:1][C:2]1[CH:26]=[CH:25][C:5]2[N:6]([C:21]([CH3:23])([CH3:22])[CH3:24])[C:7]([C:9]3[CH:14]=[CH:13][CH:12]=[CH:11][C:10]=3[C:15]3[N:19]=[C:18]([CH3:20])[N:17]([CH3:29])[N:16]=3)=[N:8][C:4]=2[CH:3]=1. The yield is 0.580. (4) The reactants are Br[CH2:2][C:3]1[C:4]([Cl:14])=[C:5]([O:12][CH3:13])[CH:6]=[C:7]([O:10][CH3:11])[C:8]=1[Cl:9].[C-:15]#[N:16].[Na+]. The catalyst is CS(C)=O. The product is [Cl:9][C:8]1[C:7]([O:10][CH3:11])=[CH:6][C:5]([O:12][CH3:13])=[C:4]([Cl:14])[C:3]=1[CH2:2][C:15]#[N:16]. The yield is 0.520. (5) The reactants are [Br:1]Br.[CH3:3][C:4]1[CH:5]=[C:6]2[N:11]([CH:12]=1)[CH:10]=[C:9]([C:13]#[N:14])[CH:8]=[CH:7]2. The catalyst is CN(C)C=O.CCOC(C)=O.C([O-])(O)=O.[Na+]. The product is [Br:1][C:12]1[N:11]2[C:6]([CH:7]=[CH:8][C:9]([C:13]#[N:14])=[CH:10]2)=[CH:5][C:4]=1[CH3:3]. The yield is 0.530.